This data is from Antibody developability classification from SAbDab with 2,409 antibodies. The task is: Regression/Classification. Given an antibody's heavy chain and light chain sequences, predict its developability. TAP uses regression for 5 developability metrics; SAbDab uses binary classification. The antibody is ['EVQLQQSGAELVKPGASVKLSCTASGFNIKDTYMHWVKQRPEQGLEWIGRIDPLNDKTKYDPKFQGKATITADTSSNSAYLQLSSLTSEDTAVYYCSRGGGDPVFVYWGQGTLVTVSA', 'DIQMTQSPSSLSASLGGKVTITCKASQDINKYIAWYQHKPGKGPRLLIHYTSTLHPGIPSRFSGSGSGRDYSFSISNLEPEDIATYYCLQYDNLRTFGGGTKLEIK']. Result: 1 (developable).